This data is from Full USPTO retrosynthesis dataset with 1.9M reactions from patents (1976-2016). The task is: Predict the reactants needed to synthesize the given product. (1) Given the product [C:13]([Si:16]([CH3:18])([CH3:17])[O:11][C@H:8]1[CH2:9][CH2:10][N:6]([C:2]2[S:1][CH:5]=[CH:4][N:3]=2)[CH2:7]1)([CH3:15])([CH3:14])[CH3:12], predict the reactants needed to synthesize it. The reactants are: [S:1]1[CH:5]=[CH:4][N:3]=[C:2]1[N:6]1[CH2:10][CH2:9][C@H:8]([OH:11])[CH2:7]1.[CH3:12][C:13]([Si:16](Cl)([CH3:18])[CH3:17])([CH3:15])[CH3:14].N1C=CN=C1.O. (2) Given the product [CH:19]1([CH:8]([C:4]2[CH:5]=[CH:6][CH:7]=[C:2]([OH:1])[CH:3]=2)[CH:9]2[C:10](=[O:18])[O:11][C:12]([CH3:16])([CH3:17])[O:13][C:14]2=[O:15])[CH2:21][CH2:20]1, predict the reactants needed to synthesize it. The reactants are: [OH:1][C:2]1[CH:3]=[C:4]([CH:8]=[C:9]2[C:14](=[O:15])[O:13][C:12]([CH3:17])([CH3:16])[O:11][C:10]2=[O:18])[CH:5]=[CH:6][CH:7]=1.[CH:19]1([Mg]Br)[CH2:21][CH2:20]1. (3) Given the product [Br:7][C:8]1[CH:16]=[C:15]2[C:11]([CH2:12][CH2:13][C:14]2=[CH:1][CH3:2])=[CH:10][CH:9]=1, predict the reactants needed to synthesize it. The reactants are: [CH3:1][C:2](C)([O-])C.[K+].[Br:7][C:8]1[CH:16]=[C:15]2[C:11]([CH2:12][CH2:13][C:14]2=O)=[CH:10][CH:9]=1.